From a dataset of Reaction yield outcomes from USPTO patents with 853,638 reactions. Predict the reaction yield, written as a fraction of the theoretical maximum amount of product (1.0 means a 100% yield; for example, 0.34 means a 34% yield). (1) The reactants are C(O)(=O)C1C=CC(C=[O:7])=CC=1.CC(O)(C(C1C=CC(OCCO)=CC=1)=O)C.[CH:28]1([N:34]=[C:35]=[N:36][CH:37]2[CH2:42][CH2:41][CH2:40][CH2:39][CH2:38]2)[CH2:33][CH2:32][CH2:31][CH2:30][CH2:29]1. The catalyst is CN(C)C1C=CN=CC=1.ClCCl. The product is [C:35]([NH:34][CH:28]1[CH2:29][CH2:30][CH2:31][CH2:32][CH2:33]1)([NH:36][CH:37]1[CH2:42][CH2:41][CH2:40][CH2:39][CH2:38]1)=[O:7]. The yield is 0.670. (2) The reactants are [CH2:1]([NH:8][C:9]([C:11]1[S:15][C:14]([N:16]2[CH2:20][CH2:19][N:18]([CH2:21][C:22]3[CH:23]=[C:24]([CH:30]=[CH:31][CH:32]=3)[C:25]([O:27]CC)=[O:26])[C:17]2=[O:33])=[N:13][C:12]=1[CH3:34])=[O:10])[C:2]1[CH:7]=[CH:6][CH:5]=[CH:4][CH:3]=1.C(NC(C1SC(N2CCN(CC3C=C(C=CC=3)C(OC)=O)C2=O)=NC=1C)=O)C1C=CC=CC=1. No catalyst specified. The product is [CH2:1]([NH:8][C:9]([C:11]1[S:15][C:14]([N:16]2[CH2:20][CH2:19][N:18]([CH2:21][C:22]3[CH:23]=[C:24]([CH:30]=[CH:31][CH:32]=3)[C:25]([OH:27])=[O:26])[C:17]2=[O:33])=[N:13][C:12]=1[CH3:34])=[O:10])[C:2]1[CH:7]=[CH:6][CH:5]=[CH:4][CH:3]=1. The yield is 0.850. (3) The reactants are [CH3:1][O:2][C:3](=[O:14])[C:4]1[CH:9]=[CH:8][C:7](F)=[C:6]([N+:11]([O-:13])=[O:12])[CH:5]=1.C(O)(=O)/C=C/C(O)=O.[NH2:23][CH2:24][CH2:25][C:26]#[N:27].CCN(C(C)C)C(C)C. The catalyst is CN(C=O)C. The product is [CH3:1][O:2][C:3](=[O:14])[C:4]1[CH:9]=[CH:8][C:7]([NH:27][CH2:26][CH2:25][C:24]#[N:23])=[C:6]([N+:11]([O-:13])=[O:12])[CH:5]=1. The yield is 0.985.